This data is from Reaction yield outcomes from USPTO patents with 853,638 reactions. The task is: Predict the reaction yield, written as a fraction of the theoretical maximum amount of product (1.0 means a 100% yield; for example, 0.34 means a 34% yield). The reactants are [NH2:1][CH2:2][C:3]1[N:4]=[N:5][N:6]([CH2:8][CH2:9][CH2:10][CH2:11][N:12]2[CH:16]=[C:15]([C:17]([NH:19][CH2:20][C:21]3[CH:26]=[CH:25][CH:24]=[C:23]([O:27][C:28]([F:31])([F:30])[F:29])[CH:22]=3)=[O:18])[N:14]=[N:13]2)[CH:7]=1.[CH3:32][S:33](Cl)(=[O:35])=[O:34]. The catalyst is C(Cl)Cl. The product is [CH3:32][S:33]([NH:1][CH2:2][C:3]1[N:4]=[N:5][N:6]([CH2:8][CH2:9][CH2:10][CH2:11][N:12]2[CH:16]=[C:15]([C:17]([NH:19][CH2:20][C:21]3[CH:26]=[CH:25][CH:24]=[C:23]([O:27][C:28]([F:29])([F:30])[F:31])[CH:22]=3)=[O:18])[N:14]=[N:13]2)[CH:7]=1)(=[O:35])=[O:34]. The yield is 0.450.